Task: Predict the reactants needed to synthesize the given product.. Dataset: Full USPTO retrosynthesis dataset with 1.9M reactions from patents (1976-2016) Given the product [CH3:35][CH2:36][CH2:37][CH2:38][CH2:39][CH2:40][CH:41]=[CH:42][CH2:35][CH2:36][CH2:37][CH2:38][CH2:39][CH3:40].[CH2:35]=[CH2:36], predict the reactants needed to synthesize it. The reactants are: [Sn](Cl)(Cl)(Cl)Cl.[Sn](Br)(Br)(Br)Br.[Sn](I)(I)(I)I.[Cl-].[Ce+3].[Cl-].[Cl-].[Cl-].[Yb+3].[Cl-].[Cl-].[Sb](Cl)(Cl)Cl.[Cl-].[Cl-].[Ga+2].[Cl-].[Cl-].[Cl-].[Al+3].[CH2:35]=[CH:36][CH2:37][CH2:38][CH2:39][CH2:40][CH2:41][CH3:42].